From a dataset of Reaction yield outcomes from USPTO patents with 853,638 reactions. Predict the reaction yield, written as a fraction of the theoretical maximum amount of product (1.0 means a 100% yield; for example, 0.34 means a 34% yield). The product is [CH3:7][N:8]1[C:16]2[C:11](=[CH:12][C:13]([C:39]([F:41])([F:42])[F:40])=[CH:14][C:15]=2[CH2:17][O:18][CH2:19][C:20]2([C:33]3[CH:38]=[CH:37][CH:36]=[CH:35][CH:34]=3)[CH2:21][CH2:22][N:23]([CH3:26])[CH2:24][CH2:25]2)[CH:10]=[CH:9]1. The catalyst is O1CCCC1. The yield is 0.910. The reactants are [H-].[Al+3].[Li+].[H-].[H-].[H-].[CH3:7][N:8]1[C:16]2[C:11](=[CH:12][C:13]([C:39]([F:42])([F:41])[F:40])=[CH:14][C:15]=2[CH2:17][O:18][CH2:19][C:20]2([C:33]3[CH:38]=[CH:37][CH:36]=[CH:35][CH:34]=3)[CH2:25][CH2:24][N:23]([C:26](OC(C)(C)C)=O)[CH2:22][CH2:21]2)[CH:10]=[CH:9]1.